Dataset: Full USPTO retrosynthesis dataset with 1.9M reactions from patents (1976-2016). Task: Predict the reactants needed to synthesize the given product. Given the product [F:18][C:15]1[CH:16]=[CH:17][C:12]([N:9]2[C:10]([CH3:11])=[C:6]([C:4]([OH:5])=[O:3])[N:7]=[N:8]2)=[CH:13][CH:14]=1, predict the reactants needed to synthesize it. The reactants are: C([O:3][C:4]([C:6]1[N:7]=[N:8][N:9]([C:12]2[CH:17]=[CH:16][C:15]([F:18])=[CH:14][CH:13]=2)[C:10]=1[CH3:11])=[O:5])C.[OH-].[Li+].C(O)(=O)CC(CC(O)=O)(C(O)=O)O.